From a dataset of TAP: 5 developability metrics (CDR length, charge patches, hydrophobicity). Multi-output Regression. Predict 5 antibody developability metrics. (1) The antibody is ["['EVQLVESGGGLVQPGGSLRLSCAASGFNFNDYFMNWVRQAPGKGLEWVAQMRNKNYQYGTYYAESLEGRFTISRDDSKNSLYLQMNSLKTEDTAVYYCARESYYGFTSYWGQGTLVTVSS'\\n 'DIQMTQSPSSLSASVGDRVTITCQASQDIGISLSWYQQKPGKAPKLLIYNANNLADGVPSRFSGSGSGTDFTLTISSLQPEDFATYYCLQHNSAPYTFGQGTKLEIK']"]. Developability metrics: CDR_Length=47.0, PSH=110, PPC=0.104, PNC=0.0969, SFvCSP=0. (2) The antibody is ["['QLQLQESGPGLVKPSETLSLTCTVSGGSINSSSYYWGWLRQSPGKGLEWIGSFFYTGSTYYNPSLRSRLTISVDTSKNQFSLMLSSVTAADTAVYYCARQSTYYYGSGNYYGWFDRWDQGTLVTVSS'\\n 'EIVLTQSPATLSLSPGERATLSCRASQSVSSYLAWYQQKPGQAPRLLIYDASNRATGIPARFSGSGSGTDFTLTISSLEPEDFAVYYCQQRSNWPPAFGQGTKVEIK']"]. Developability metrics: CDR_Length=54.0, PSH=135, PPC=0, PNC=0, SFvCSP=6.00. (3) The antibody is ["['QVQLVQSGAEVKKPGSSVKVSCKASGGTFNRYTVNWVRQAPGQGLEWMGGIIPIFGTANYAQRFQGRLTITADESTSTAYMELSSLRSDDTAVYFCARENLDNSGTYYYFSGWFDPWGQGTLVTVSS'\\n 'QSALTQPRSVSGSPGQSVTISCTGTSSDIGGYNFVSWYQQHPGKAPKLMIYDATKRPSGVPDRFSGSKSGNTASLTISGLQAEDEADYYCCSYAGDYTPGVVFGGGTKLTVL']"]. Developability metrics: CDR_Length=60.0, PSH=138, PPC=1.17, PNC=0.0825, SFvCSP=1.10. (4) The antibody is ["['EVPLVESGGGLVQPGGSLRLSCAVSGFTFSNYGMVWVRQAPGKGLEWVAYIDSDGDNTYYRDSVKGRFTISRDNAKSSLYLQMNSLRAEDTAVYYCTTGIVRPFLYWGQGTLVTVSS'\\n 'DIQMTQSPSSLSASVGDRVTITCKSSQSLVGASGKTYLYWLFQKPGKAPKRLIYLVSTLDSGIPSRFSGSGSGTEFTLTISSLQPEDFATYYCLQGTHFPHTFGQGTKLEIK']"]. Developability metrics: CDR_Length=49.0, PSH=142, PPC=0.0109, PNC=0.567, SFvCSP=-3.20. (5) The antibody is ["['EVQLVQSGAEVKKPGESLRISCKGSGYTFTTYWMHWVRQATGQGLEWMGNIYPGTGGSNFDEKFKNRVTITADKSTSTAYMELSSLRSEDTAVYYCTRWTTGTGAYWGQGTTVTVSS'\\n 'EIVLTQSPATLSLSPGERATLSCKSSQSLLDSGNQKNFLTWYQQKPGQAPRLLIYWASTRESGVPSRFSGSGSGTDFTFTISSLEAEDAATYYCQNDYSYPYTFGQGTKVEIK']"]. Developability metrics: CDR_Length=50.0, PSH=122, PPC=0, PNC=0.118, SFvCSP=4.00. (6) The antibody is ["['EVQLVESGGGLVQPGGSLRLSCAASGFTFTDYTMDWVRQAPGKGLEWVADVNPNSGGSIYNQRFKGRFTLSVDRSKNTLYLQMNSLRAEDTAVYYCARNLGPSFYFDYWGQGTLVTVSS'\\n 'DIQMTQSPSSLSASVGDRVTITCKASQDVSIGVAWYQQKPGKAPKLLIYSASYRYTGVPSRFSGSGSGTDFTLTISSLQPEDFATYYCQQYYIYPYTFGQGTKVEIK']"]. Developability metrics: CDR_Length=46.0, PSH=116, PPC=0, PNC=0, SFvCSP=15.0.